Dataset: Retrosynthesis with 50K atom-mapped reactions and 10 reaction types from USPTO. Task: Predict the reactants needed to synthesize the given product. (1) Given the product Cc1ccc(Nc2cncnc2)c(C(=O)Nc2ccn(C)n2)n1, predict the reactants needed to synthesize it. The reactants are: Brc1cncnc1.Cc1ccc(N)c(C(=O)Nc2ccn(C)n2)n1. (2) Given the product Cc1ccc(S(=O)(=O)N2C(CCn3nnnc3C)CCC2c2ccc(F)cc2)cc1, predict the reactants needed to synthesize it. The reactants are: Cc1ccc(S(=O)(=O)N2C(CCCl)CCC2c2ccc(F)cc2)cc1.Cc1nnn[nH]1.